This data is from Forward reaction prediction with 1.9M reactions from USPTO patents (1976-2016). The task is: Predict the product of the given reaction. (1) Given the reactants C(N(CC)CC)C.[CH3:8][N:9]([CH3:14])[S:10](Cl)(=[O:12])=[O:11].[NH:15]1[CH2:21][CH2:20][CH2:19][CH:18]([C:22]2[N:27]=[CH:26][C:25]([NH:28][C:29]([C:31]3[CH:32]=[N:33][N:34]([C:37]4[CH:42]=[CH:41][C:40]([C:43]([F:46])([F:45])[F:44])=[CH:39][N:38]=4)[C:35]=3[CH3:36])=[O:30])=[CH:24][C:23]=2[CH3:47])[CH2:17][CH2:16]1.C(=O)(O)[O-].[Na+], predict the reaction product. The product is: [CH3:8][N:9]([CH3:14])[S:10]([N:15]1[CH2:21][CH2:20][CH2:19][CH:18]([C:22]2[N:27]=[CH:26][C:25]([NH:28][C:29]([C:31]3[CH:32]=[N:33][N:34]([C:37]4[CH:42]=[CH:41][C:40]([C:43]([F:45])([F:44])[F:46])=[CH:39][N:38]=4)[C:35]=3[CH3:36])=[O:30])=[CH:24][C:23]=2[CH3:47])[CH2:17][CH2:16]1)(=[O:12])=[O:11]. (2) Given the reactants [N:1]1([C:6]2C=CN=[C:8]([CH3:12])[CH:7]=2)[CH:5]=[CH:4][CH:3]=[CH:2]1.[Cl-].[Br:14][C:15]1[CH:26]=[CH:25][C:18]([CH:19]=[N+:20]2[CH2:24][CH2:23][CH2:22][CH2:21]2)=[C:17]([F:27])[CH:16]=1.BrC1C=CC(C=O)=C(F)C=1.[NH:38]1CC[CH2:40][CH2:39]1, predict the reaction product. The product is: [Br:14][C:15]1[CH:26]=[CH:25][C:18]([CH:19]([N:20]2[CH2:21][CH2:22][CH2:23][CH2:24]2)[C:5]2[N:1]([CH2:6][C:7]3[CH:8]=[CH:12][CH:40]=[CH:39][N:38]=3)[CH:2]=[CH:3][CH:4]=2)=[C:17]([F:27])[CH:16]=1. (3) Given the reactants Br[C:2]1[C:13]([C:14]2[CH:19]=[CH:18][C:17]([C:20]3([NH:24][C:25](=[O:31])[O:26][C:27]([CH3:30])([CH3:29])[CH3:28])[CH2:23][CH2:22][CH2:21]3)=[CH:16][CH:15]=2)=[N:12][C:5]2[O:6][CH2:7][C:8](=O)[N:9]([CH3:10])[C:4]=2[CH:3]=1.[F:32][C:33]1[CH:38]=[CH:37][C:36](B(O)O)=[CH:35][CH:34]=1.C1(P(C2C=CC=CC=2)C2C=CC=CC=2)C=CC=CC=1.[F-].[Cs+], predict the reaction product. The product is: [F:32][C:33]1[CH:38]=[CH:37][C:36]([C:2]2[C:13]([C:14]3[CH:19]=[CH:18][C:17]([C:20]4([NH:24][C:25](=[O:31])[O:26][C:27]([CH3:30])([CH3:29])[CH3:28])[CH2:21][CH2:22][CH2:23]4)=[CH:16][CH:15]=3)=[N:12][C:5]3[O:6][CH2:7][CH2:8][N:9]([CH3:10])[C:4]=3[CH:3]=2)=[CH:35][CH:34]=1. (4) Given the reactants C(OC([N:8]1[CH2:13][CH2:12][CH:11]([N:14]2[C:18](=[O:19])[CH:17]3[CH:20]([C:25]([OH:27])=[O:26])[CH:21]4O[C:16]3([CH:23]=[CH:22]4)[CH2:15]2)[CH2:10][CH2:9]1)=O)(C)(C)C, predict the reaction product. The product is: [O:19]=[C:18]1[C:17]2[C:20]([C:25]([OH:27])=[O:26])=[CH:21][CH:22]=[CH:23][C:16]=2[CH2:15][N:14]1[CH:11]1[CH2:10][CH2:9][NH:8][CH2:13][CH2:12]1. (5) The product is: [CH2:28]([O:27][C:25]([C:18]1[C:14]2[NH:15][C:16]3[CH:17]=[C:9]([N:8]([CH2:30][C:2]4[CH:7]=[CH:6][CH:5]=[CH:4][CH:3]=4)[CH2:1][C:2]4[CH:3]=[CH:4][CH:5]=[CH:6][CH:7]=4)[CH:10]=[CH:11][C:12]=3[C:13]=2[C:22]([CH3:24])([CH3:23])[CH2:21][N:20]([C:35](=[O:36])[C:34]2[CH:38]=[CH:39][C:40]([F:41])=[CH:32][CH:33]=2)[CH:19]=1)=[O:26])[CH3:29]. Given the reactants [CH2:1]([N:8]([CH3:30])[C:9]1[CH:10]=[CH:11][C:12]2[C:13]3[C:22]([CH3:24])([CH3:23])[CH2:21][NH:20][CH:19]=[C:18]([C:25]([O:27][CH2:28][CH3:29])=[O:26])[C:14]=3[NH:15][C:16]=2[CH:17]=1)[C:2]1[CH:7]=[CH:6][CH:5]=[CH:4][CH:3]=1.F[C:32]1[CH:33]=[C:34]([CH:38]=[CH:39][C:40]=1[F:41])[C:35](Cl)=[O:36], predict the reaction product.